Dataset: Peptide-MHC class I binding affinity with 185,985 pairs from IEDB/IMGT. Task: Regression. Given a peptide amino acid sequence and an MHC pseudo amino acid sequence, predict their binding affinity value. This is MHC class I binding data. (1) The peptide sequence is QEKAPDVGEL. The MHC is HLA-B44:03 with pseudo-sequence HLA-B44:03. The binding affinity (normalized) is 0.0802. (2) The peptide sequence is QAFTFSPTYK. The MHC is HLA-A68:02 with pseudo-sequence HLA-A68:02. The binding affinity (normalized) is 0.0188. (3) The peptide sequence is RFIIFLFILL. The MHC is HLA-A11:01 with pseudo-sequence HLA-A11:01. The binding affinity (normalized) is 0.308. (4) The peptide sequence is KLWAQCVQL. The MHC is HLA-B58:01 with pseudo-sequence HLA-B58:01. The binding affinity (normalized) is 0.0847.